The task is: Predict the reaction yield, written as a fraction of the theoretical maximum amount of product (1.0 means a 100% yield; for example, 0.34 means a 34% yield).. This data is from Reaction yield outcomes from USPTO patents with 853,638 reactions. The reactants are Br[C:2]1[CH:3]=[C:4]2[CH:10]=[N:9][NH:8][C:5]2=[N:6][CH:7]=1.CC1(C)C(C)(C)OB([C:19]2[CH:24]=[CH:23][N:22]=[C:21]([NH:25][C:26](=[O:28])[CH3:27])[CH:20]=2)O1.P([O-])([O-])([O-])=O.[K+].[K+].[K+].COCCOC. The catalyst is O. The product is [NH:8]1[C:5]2=[N:6][CH:7]=[C:2]([C:19]3[CH:24]=[CH:23][N:22]=[C:21]([NH:25][C:26](=[O:28])[CH3:27])[CH:20]=3)[CH:3]=[C:4]2[CH:10]=[N:9]1. The yield is 0.0120.